Dataset: Forward reaction prediction with 1.9M reactions from USPTO patents (1976-2016). Task: Predict the product of the given reaction. (1) The product is: [Cl:1][C:2]1[CH:29]=[CH:28][C:5]([CH2:6][N:7]2[C:12](=[O:13])[C:11]([CH2:14][OH:15])=[N:10][N:9]([C:17]3[CH:18]=[C:19]([NH:23][C:24](=[O:26])[CH3:25])[CH:20]=[CH:21][CH:22]=3)[C:8]2=[O:27])=[CH:4][CH:3]=1. Given the reactants [Cl:1][C:2]1[CH:29]=[CH:28][C:5]([CH2:6][N:7]2[C:12](=[O:13])[C:11]([C:14](O)=[O:15])=[N:10][N:9]([C:17]3[CH:22]=[CH:21][CH:20]=[C:19]([NH:23][C:24](=[O:26])[CH3:25])[CH:18]=3)[C:8]2=[O:27])=[CH:4][CH:3]=1.C(N(C(C)C)CC)(C)C.ClC(OCC)=O.[BH4-].[Na+], predict the reaction product. (2) Given the reactants [CH3:1][O:2][C:3]([C@H:5]([NH:17]C(=O)OCC1C=CC=CC=1)[CH2:6][C:7]1[CH:8]=[CH:9][C:10]2[NH:14][C:13](=[O:15])[NH:12][C:11]=2[CH:16]=1)=[O:4].[H][H], predict the reaction product. The product is: [NH2:17][C@H:5]([CH2:6][C:7]1[CH:8]=[CH:9][C:10]2[NH:14][C:13](=[O:15])[NH:12][C:11]=2[CH:16]=1)[C:3]([O:2][CH3:1])=[O:4]. (3) Given the reactants CS(O[CH2:6][CH2:7][C:8]12[CH2:20][C:19]3[CH:18]=[C:17]([O:21][CH3:22])[CH:16]=[CH:15][C:14]=3[C:13]1=[C:12]([CH3:23])[C:11](=[O:24])[CH2:10][CH2:9]2)(=O)=O.[I-:25].[Na+], predict the reaction product. The product is: [I:25][CH2:6][CH2:7][C:8]12[CH2:9][CH2:10][C:11](=[O:24])[C:12]([CH3:23])=[C:13]1[C:14]1[C:19](=[CH:18][C:17]([O:21][CH3:22])=[CH:16][CH:15]=1)[CH2:20]2. (4) Given the reactants Br(O)(=O)=O.[Br:5][C:6]1[S:10][C:9]([NH2:11])=[N:8][CH:7]=1.N1C=CC=CC=1.[Br:18][CH2:19][CH2:20][CH2:21][CH2:22][C:23](Cl)=[O:24].CO, predict the reaction product. The product is: [Br:18][CH2:19][CH2:20][CH2:21][CH2:22][C:23]([NH:11][C:9]1[S:10][C:6]([Br:5])=[CH:7][N:8]=1)=[O:24]. (5) Given the reactants [N:1]([CH2:4][C@@H:5]([NH:12][C:13]([C:15]1[CH:19]=[CH:18][S:17][C:16]=1[NH:20][C:21]1[CH:26]=[CH:25][N:24]=[C:23]2[NH:27][CH:28]=[CH:29][C:22]=12)=[O:14])[C:6]1[CH:11]=[CH:10][CH:9]=[CH:8][CH:7]=1)=[N+]=[N-].[H][H], predict the reaction product. The product is: [NH2:1][CH2:4][C@@H:5]([NH:12][C:13]([C:15]1[CH:19]=[CH:18][S:17][C:16]=1[NH:20][C:21]1[CH:26]=[CH:25][N:24]=[C:23]2[NH:27][CH:28]=[CH:29][C:22]=12)=[O:14])[C:6]1[CH:11]=[CH:10][CH:9]=[CH:8][CH:7]=1.